This data is from Forward reaction prediction with 1.9M reactions from USPTO patents (1976-2016). The task is: Predict the product of the given reaction. (1) Given the reactants [NH2:1][C:2]1[C:11]([F:12])=[C:10]([NH:13][CH2:14][CH2:15][NH:16][C:17]2[CH:22]=[CH:21][C:20]([C:23]([O:25]CC)=[O:24])=[CH:19][N:18]=2)[C:9]([O:28][CH3:29])=[C:8]2[C:3]=1[C:4](=[O:36])[C:5]([C:33]([OH:35])=[O:34])=[CH:6][N:7]2[CH:30]1[CH2:32][CH2:31]1.[Na+].[Cl-], predict the reaction product. The product is: [NH2:1][C:2]1[C:11]([F:12])=[C:10]([NH:13][CH2:14][CH2:15][NH:16][C:17]2[CH:22]=[CH:21][C:20]([C:23]([OH:25])=[O:24])=[CH:19][N:18]=2)[C:9]([O:28][CH3:29])=[C:8]2[C:3]=1[C:4](=[O:36])[C:5]([C:33]([OH:35])=[O:34])=[CH:6][N:7]2[CH:30]1[CH2:31][CH2:32]1. (2) Given the reactants Cl.[CH:2]1([CH2:5][O:6][C:7]2[CH:12]=[C:11]([F:13])[C:10]([O:14][CH3:15])=[CH:9][C:8]=2[C:16]2[CH:21]=[CH:20][N:19]=[C:18]3[C:22]([C:26]([NH:28][C@H:29]4[C@H:33]([OH:34])[CH2:32][NH:31][CH2:30]4)=[O:27])=[C:23]([CH3:25])[NH:24][C:17]=23)[CH2:4][CH2:3]1.[CH3:35][O:36][CH2:37][C:38](Cl)=[O:39], predict the reaction product. The product is: [CH:2]1([CH2:5][O:6][C:7]2[CH:12]=[C:11]([F:13])[C:10]([O:14][CH3:15])=[CH:9][C:8]=2[C:16]2[CH:21]=[CH:20][N:19]=[C:18]3[C:22]([C:26]([NH:28][C@H:29]4[C@H:33]([OH:34])[CH2:32][N:31]([C:38](=[O:39])[CH2:37][O:36][CH3:35])[CH2:30]4)=[O:27])=[C:23]([CH3:25])[NH:24][C:17]=23)[CH2:4][CH2:3]1. (3) Given the reactants C(O)CO.[Cl:5][C:6]1[S:10][C:9]([C:11]([NH:13][C:14]2[CH:22]=[CH:21][CH:20]=[C:19]3[C:15]=2[CH2:16][N:17]([CH2:24][C:25]2[CH:30]=[CH:29][CH:28]=[C:27](I)[CH:26]=2)[C:18]3=[O:23])=[O:12])=[CH:8][CH:7]=1.[NH2:32][CH2:33][CH2:34][OH:35].P([O-])([O-])([O-])=O.[K+].[K+].[K+], predict the reaction product. The product is: [Cl:5][C:6]1[S:10][C:9]([C:11]([NH:13][C:14]2[CH:22]=[CH:21][CH:20]=[C:19]3[C:15]=2[CH2:16][N:17]([CH2:24][C:25]2[CH:30]=[CH:29][CH:28]=[C:27]([NH:32][CH2:33][CH2:34][OH:35])[CH:26]=2)[C:18]3=[O:23])=[O:12])=[CH:8][CH:7]=1. (4) The product is: [CH2:50]([O:49][C:47](=[O:48])[CH2:46][O:20][C:18]1[CH:17]=[CH:16][C:15]([C:21]([N:23]2[C@H:32]([CH2:33][OH:34])[CH2:31][C:30]3[C:25](=[CH:26][CH:27]=[CH:28][CH:29]=3)[CH2:24]2)=[O:22])=[C:14]([N:10]2[C:11]([CH3:13])=[CH:12][C:8]([C:6](=[O:7])[N:5]([CH2:1][CH2:2][CH2:3][CH3:4])[CH2:35][CH2:36][CH2:37][CH3:38])=[N:9]2)[CH:19]=1)[CH3:51]. Given the reactants [CH2:1]([N:5]([CH2:35][CH2:36][CH2:37][CH3:38])[C:6]([C:8]1[CH:12]=[C:11]([CH3:13])[N:10]([C:14]2[CH:19]=[C:18]([OH:20])[CH:17]=[CH:16][C:15]=2[C:21]([N:23]2[C@H:32]([CH2:33][OH:34])[CH2:31][C:30]3[C:25](=[CH:26][CH:27]=[CH:28][CH:29]=3)[CH2:24]2)=[O:22])[N:9]=1)=[O:7])[CH2:2][CH2:3][CH3:4].CC(C)([O-])C.[K+].I[CH2:46][C:47]([O:49][CH2:50][CH3:51])=[O:48].Cl, predict the reaction product. (5) Given the reactants Br[C:2]1[C:3]([C:14]2[CH:19]=[CH:18][CH:17]=[CH:16][CH:15]=2)=[CH:4][C:5]2[N:10]([CH3:11])[C:9](=[O:12])[CH2:8][O:7][C:6]=2[N:13]=1.[C:20]([O:24][C:25](=[O:45])[NH:26][C:27]1([C:30]2[CH:35]=[CH:34][C:33](B3OC(C)(C)C(C)(C)O3)=[CH:32][CH:31]=2)[CH2:29][CH2:28]1)([CH3:23])([CH3:22])[CH3:21].C(=O)([O-])[O-].[Na+].[Na+], predict the reaction product. The product is: [C:20]([O:24][C:25](=[O:45])[NH:26][C:27]1([C:30]2[CH:31]=[CH:32][C:33]([C:2]3[C:3]([C:14]4[CH:19]=[CH:18][CH:17]=[CH:16][CH:15]=4)=[CH:4][C:5]4[N:10]([CH3:11])[C:9](=[O:12])[CH2:8][O:7][C:6]=4[N:13]=3)=[CH:34][CH:35]=2)[CH2:28][CH2:29]1)([CH3:23])([CH3:21])[CH3:22]. (6) Given the reactants Cl.[O:2]1[C@H:6]2[CH2:7][NH:8][CH2:9][C@H:5]2[O:4][CH2:3]1.C(=O)([O-])[O-].[K+].[K+].Br[CH2:17][CH2:18][OH:19], predict the reaction product. The product is: [O:2]1[C@H:6]2[CH2:7][N:8]([CH2:17][CH2:18][OH:19])[CH2:9][C@H:5]2[O:4][CH2:3]1. (7) Given the reactants [Br:1][C:2]1[CH:10]=[CH:9][C:5]([C:6]([OH:8])=O)=[CH:4][C:3]=1[O:11][CH3:12].CCN(C(C)C)C(C)C.[CH3:22][N:23]1[CH2:28][CH2:27][NH:26][CH2:25][CH2:24]1.CN(C(ON1N=NC2C=CC=NC1=2)=[N+](C)C)C.F[P-](F)(F)(F)(F)F.C(=O)(O)[O-].[Na+], predict the reaction product. The product is: [Br:1][C:2]1[CH:10]=[CH:9][C:5]([C:6]([N:26]2[CH2:27][CH2:28][N:23]([CH3:22])[CH2:24][CH2:25]2)=[O:8])=[CH:4][C:3]=1[O:11][CH3:12]. (8) Given the reactants [Br:1][C:2]1[CH:9]=[CH:8][C:7]([OH:10])=[CH:6][C:3]=1[C:4]#[N:5].Cl.Cl[CH2:13][CH2:14][CH2:15][N:16]1[CH2:21][CH2:20][CH2:19][CH2:18][CH2:17]1, predict the reaction product. The product is: [Br:1][C:2]1[CH:9]=[CH:8][C:7]([O:10][CH2:13][CH2:14][CH2:15][N:16]2[CH2:21][CH2:20][CH2:19][CH2:18][CH2:17]2)=[CH:6][C:3]=1[C:4]#[N:5]. (9) Given the reactants [Cl:1][C:2]1[CH:7]=[C:6]([Cl:8])[N:5]=[C:4]([NH2:9])[C:3]=1[NH2:10].[CH2:11]([O:18][C:19]1[CH:26]=[CH:25][C:22]([CH:23]=O)=[CH:21][CH:20]=1)[C:12]1[CH:17]=[CH:16][CH:15]=[CH:14][CH:13]=1.C(OI(C1C=CC=CC=1)OC(=O)C)(=O)C, predict the reaction product. The product is: [CH2:11]([O:18][C:19]1[CH:20]=[CH:21][C:22]([C:23]2[NH:10][C:3]3[C:4]([N:9]=2)=[N:5][C:6]([Cl:8])=[CH:7][C:2]=3[Cl:1])=[CH:25][CH:26]=1)[C:12]1[CH:13]=[CH:14][CH:15]=[CH:16][CH:17]=1. (10) Given the reactants [CH3:1][C:2]1([CH3:11])[N:6]2[C:7](=[O:10])[CH2:8][CH2:9][C@H:5]2[CH2:4][O:3]1.[Li+].CC([N-]C(C)C)C.[C:20](=O)([O:23]C)[O:21][CH3:22].P([O-])(O)(O)=O.[K+], predict the reaction product. The product is: [CH3:1][C:2]1([CH3:11])[N:6]2[C:7](=[O:10])[CH:8]([C:20]([O:21][CH3:22])=[O:23])[CH2:9][C@H:5]2[CH2:4][O:3]1.